From a dataset of Full USPTO retrosynthesis dataset with 1.9M reactions from patents (1976-2016). Predict the reactants needed to synthesize the given product. (1) Given the product [CH2:15]1[NH:14][CH2:13][CH2:12][N:11]2[CH2:18][C@H:8]([OH:7])[CH2:9][CH:10]12, predict the reactants needed to synthesize it. The reactants are: [H-].[H-].[H-].[H-].[Li+].[Al+3].[OH:7][C@H:8]1[CH2:18][N:11]2[C:12](=O)[CH2:13][NH:14][C:15](=O)[C@@H:10]2[CH2:9]1. (2) Given the product [F:1][C:2]([F:21])([C:11]1[CH:16]=[CH:15][C:14]([C:17]([F:18])([F:19])[F:20])=[CH:13][CH:12]=1)[C:3]([C:5]1[CH:6]=[CH:7][CH:8]=[CH:9][CH:10]=1)([OH:4])[CH3:22], predict the reactants needed to synthesize it. The reactants are: [F:1][C:2]([F:21])([C:11]1[CH:16]=[CH:15][C:14]([C:17]([F:20])([F:19])[F:18])=[CH:13][CH:12]=1)[C:3]([C:5]1[CH:10]=[CH:9][CH:8]=[CH:7][CH:6]=1)=[O:4].[CH3:22][Mg+].[Br-]. (3) Given the product [N:23]1[NH:24][N:25]=[N:17][C:16]=1[C:12]1[CH:11]=[C:10]2[C:15](=[CH:14][CH:13]=1)[NH:7][N:8]=[C:9]2[C:18]1[CH:22]=[CH:21][S:20][CH:19]=1, predict the reactants needed to synthesize it. The reactants are: O1CCCCC1[N:7]1[C:15]2[C:10](=[CH:11][C:12]([C:16]#[N:17])=[CH:13][CH:14]=2)[C:9]([C:18]2[CH:22]=[CH:21][S:20][CH:19]=2)=[N:8]1.[N:23]([Sn](CCCC)(CCCC)CCCC)=[N+:24]=[N-:25].O1CCOCC1.Cl. (4) The reactants are: [C:1]([C:3]1[CH:4]=[N:5][CH:6]=[CH:7][CH:8]=1)#[CH:2].[CH2:9]([O:11][C:12](=[O:16])/[CH:13]=[CH:14]\I)[CH3:10]. Given the product [CH2:9]([O:11][C:12](=[O:16])[CH:13]=[CH:14][C:2]#[C:1][C:3]1[CH:4]=[N:5][CH:6]=[CH:7][CH:8]=1)[CH3:10], predict the reactants needed to synthesize it. (5) Given the product [Br:13][C:14]1[CH:15]=[C:16]([CH:17]=[CH:18][CH:19]=1)[O:20][CH2:2][C:3]1[CH:12]=[CH:11][C:6]([C:7]([O:9][CH3:10])=[O:8])=[CH:5][CH:4]=1, predict the reactants needed to synthesize it. The reactants are: Br[CH2:2][C:3]1[CH:12]=[CH:11][C:6]([C:7]([O:9][CH3:10])=[O:8])=[CH:5][CH:4]=1.[Br:13][C:14]1[CH:15]=[C:16]([OH:20])[CH:17]=[CH:18][CH:19]=1.C(=O)([O-])[O-].[K+].[K+].O.